This data is from Full USPTO retrosynthesis dataset with 1.9M reactions from patents (1976-2016). The task is: Predict the reactants needed to synthesize the given product. (1) Given the product [C:17]([C:20]1[CH:21]=[C:22]2[C:26](=[CH:27][CH:28]=1)[NH:25][C:24](=[O:29])[C:23]2=[CH:7][C:6]1[CH:5]=[C:4]([CH:1]([CH3:3])[CH3:2])[C:11]([O:12][CH3:13])=[C:10]([CH:14]([CH3:16])[CH3:15])[CH:9]=1)(=[O:19])[CH3:18], predict the reactants needed to synthesize it. The reactants are: [CH:1]([C:4]1[CH:5]=[C:6]([CH:9]=[C:10]([CH:14]([CH3:16])[CH3:15])[C:11]=1[O:12][CH3:13])[CH:7]=O)([CH3:3])[CH3:2].[C:17]([C:20]1[CH:21]=[C:22]2[C:26](=[CH:27][CH:28]=1)[NH:25][C:24](=[O:29])[CH2:23]2)(=[O:19])[CH3:18]. (2) Given the product [CH3:1][O:2][C:3]1[CH:4]=[C:5]2[CH2:14][CH:13]([CH2:15][CH:16]3[CH2:17][CH2:18][N:19]([CH2:22][C:23]4[CH:28]=[CH:27][CH:26]=[CH:25][CH:24]=4)[CH2:20][CH2:21]3)[C:11](=[O:12])[C:6]2=[CH:7][C:8]=1[O:9][CH3:10].[ClH:36], predict the reactants needed to synthesize it. The reactants are: [CH3:1][O:2][C:3]1[CH:4]=[C:5]2[CH2:14][CH:13]([CH2:15][CH:16]3[CH2:21][CH2:20][N:19]([CH2:22][C:23]4[CH:24]=[CH:25][CH:26]=[CH:27][CH:28]=4)[CH2:18][CH2:17]3)[C:11](=[O:12])[C:6]2=[CH:7][C:8]=1[O:9][CH3:10].C(OC(C)C)(C)C.[ClH:36]. (3) Given the product [Cl:1][C:2]1[CH:3]=[N:4][C:5]([N:8]2[CH2:13][CH2:12][CH:11]([CH2:14][CH2:15][CH2:16][O:17][C:18]3[CH:19]=[C:20]([CH3:28])[C:21]([C:22]([NH:41][C@H:45]([CH3:46])[C@H:47]([OH:38])[CH2:62][OH:63])=[O:23])=[C:25]([CH3:27])[CH:26]=3)[CH2:10][CH2:9]2)=[N:6][CH:7]=1, predict the reactants needed to synthesize it. The reactants are: [Cl:1][C:2]1[CH:3]=[N:4][C:5]([N:8]2[CH2:13][CH2:12][CH:11]([CH2:14][CH2:15][CH2:16][O:17][C:18]3[CH:26]=[C:25]([CH3:27])[C:21]([C:22](O)=[O:23])=[C:20]([CH3:28])[CH:19]=3)[CH2:10][CH2:9]2)=[N:6][CH:7]=1.C1C=CC2N([OH:38])N=NC=2C=1.CC[N:41]([CH:45]([CH3:47])[CH3:46])C(C)C.CCN=C=NCCCN(C)C.CN([CH:62]=[O:63])C. (4) Given the product [CH3:1][O:2][CH2:3][CH2:4][CH2:5][N:6]1[C:14]2[C:9](=[CH:10][CH:11]=[C:12](/[CH:15]=[C:16](\[CH:20]([CH3:21])[CH3:22])/[CH2:17][OH:18])[CH:13]=2)[C:8]([CH3:23])=[N:7]1, predict the reactants needed to synthesize it. The reactants are: [CH3:1][O:2][CH2:3][CH2:4][CH2:5][N:6]1[C:14]2[C:9](=[CH:10][CH:11]=[C:12](/[CH:15]=[C:16](\[CH:20]([CH3:22])[CH3:21])/[C:17](O)=[O:18])[CH:13]=2)[C:8]([CH3:23])=[N:7]1.[H-].[Al+3].[Li+].[H-].[H-].[H-].C(O)(=O)C. (5) Given the product [CH3:27][O:28][C:29](=[O:30])[O-:32].[CH2:21]([N+:8]([CH2:2][CH2:3][CH2:4][CH2:5][CH2:6][CH3:7])([CH2:9][CH2:10][CH2:11][CH2:12][CH2:13][CH3:14])[CH2:15][CH2:16][CH2:17][CH2:18][CH2:19][CH3:20])[CH2:22][CH2:23][CH2:24][CH2:25][CH3:26], predict the reactants needed to synthesize it. The reactants are: [OH-].[CH2:2]([N+:8]([CH2:21][CH2:22][CH2:23][CH2:24][CH2:25][CH3:26])([CH2:15][CH2:16][CH2:17][CH2:18][CH2:19][CH3:20])[CH2:9][CH2:10][CH2:11][CH2:12][CH2:13][CH3:14])[CH2:3][CH2:4][CH2:5][CH2:6][CH3:7].[CH3:27][O:28][C:29](=[O:32])[O:30]C.Cl.COC(=O)[O-]. (6) Given the product [NH2:34]/[C:33](=[N:32]\[O:15][C:14]([C@H:11]1[CH2:12][CH2:13][C@H:9]([NH:8][C:6](=[O:7])[O:5][C:1]([CH3:4])([CH3:2])[CH3:3])[CH2:10]1)=[O:16])/[C:35]1[CH:40]=[CH:39][CH:38]=[CH:37][CH:36]=1, predict the reactants needed to synthesize it. The reactants are: [C:1]([O:5][C:6]([NH:8][C@H:9]1[CH2:13][CH2:12][C@H:11]([C:14]([OH:16])=[O:15])[CH2:10]1)=[O:7])([CH3:4])([CH3:3])[CH3:2].C1C=CC2N(O)N=NC=2C=1.C(Cl)CCl.O[N:32]=[C:33]([C:35]1[CH:40]=[CH:39][CH:38]=[CH:37][CH:36]=1)[NH2:34]. (7) Given the product [CH:1]1([C:6]2[C:10]([CH2:11][O:12][C:13]3[CH:14]=[CH:15][C:16]([C:19]4[CH:20]=[C:21]5[C:26](=[CH:27][CH:28]=4)[N:25]=[C:24]([C:29]([OH:31])=[O:30])[CH:23]=[CH:22]5)=[CH:17][CH:18]=3)=[C:9]([CH:33]3[CH2:37][CH2:36][CH2:35][CH2:34]3)[O:8][N:7]=2)[CH2:2][CH2:3][CH2:4][CH2:5]1, predict the reactants needed to synthesize it. The reactants are: [CH:1]1([C:6]2[C:10]([CH2:11][O:12][C:13]3[CH:18]=[CH:17][C:16]([C:19]4[CH:20]=[C:21]5[C:26](=[CH:27][CH:28]=4)[N:25]=[C:24]([C:29]([O:31]C)=[O:30])[CH:23]=[CH:22]5)=[CH:15][CH:14]=3)=[C:9]([CH:33]3[CH2:37][CH2:36][CH2:35][CH2:34]3)[O:8][N:7]=2)[CH2:5][CH2:4][CH2:3][CH2:2]1.CO.[OH-].[Na+]. (8) Given the product [OH:1][CH:2]([CH2:13][O:14][C:15]1[CH:20]=[CH:19][CH:18]=[C:17]([C:21]2[N:26]=[C:25]([C:27]3[N:38]([CH2:41][Si:42]([CH3:45])([CH3:44])[CH3:43])[N:39]=[N:40][C:28]=3[CH3:29])[C:24]([CH3:30])=[C:23]([NH:31][CH:32]3[CH2:37][CH2:36][O:35][CH2:34][CH2:33]3)[N:22]=2)[CH:16]=1)[CH2:3][N:4]([CH3:12])[C:5](=[O:11])[O:6][C:7]([CH3:9])([CH3:10])[CH3:8], predict the reactants needed to synthesize it. The reactants are: [OH:1][CH:2]([CH2:13][O:14][C:15]1[CH:20]=[CH:19][CH:18]=[C:17]([C:21]2[N:26]=[C:25]([C:27]#[C:28][CH3:29])[C:24]([CH3:30])=[C:23]([NH:31][CH:32]3[CH2:37][CH2:36][O:35][CH2:34][CH2:33]3)[N:22]=2)[CH:16]=1)[CH2:3][N:4]([CH3:12])[C:5](=[O:11])[O:6][C:7]([CH3:10])([CH3:9])[CH3:8].[N:38]([CH2:41][Si:42]([CH3:45])([CH3:44])[CH3:43])=[N+:39]=[N-:40]. (9) Given the product [CH3:1][O:2][C:3]1[CH:11]=[C:10]2[C:6]([CH2:7]/[C:8](=[CH:25]\[C:24]3[CH:23]=[N:22][C:21]([C:20]([F:30])([F:19])[F:29])=[CH:28][CH:27]=3)/[C:9]2=[O:12])=[CH:5][C:4]=1[N:13]1[CH2:14][CH2:15][O:16][CH2:17][CH2:18]1, predict the reactants needed to synthesize it. The reactants are: [CH3:1][O:2][C:3]1[CH:11]=[C:10]2[C:6]([CH2:7][CH2:8][C:9]2=[O:12])=[CH:5][C:4]=1[N:13]1[CH2:18][CH2:17][O:16][CH2:15][CH2:14]1.[F:19][C:20]([F:30])([F:29])[C:21]1[CH:28]=[CH:27][C:24]([CH:25]=O)=[CH:23][N:22]=1.CC1C=CC(S(O)(=O)=O)=CC=1.